From a dataset of Reaction yield outcomes from USPTO patents with 853,638 reactions. Predict the reaction yield, written as a fraction of the theoretical maximum amount of product (1.0 means a 100% yield; for example, 0.34 means a 34% yield). (1) The reactants are [O:1]=[C:2]1[C:10]2[C:5](=[CH:6][CH:7]=[CH:8][CH:9]=2)[C:4](=[O:11])[N:3]1[CH2:12][C:13]([OH:15])=O.[CH3:16][C:17]1(C)[O:22]C(=O)[CH2:20][C:19](=O)[O:18]1.C1CCC(N=C=NC2CCCCC2)CC1. The catalyst is CN(C)C1C=CN=CC=1.ClCCl. The product is [O:11]=[C:4]1[C:5]2[C:10](=[CH:9][CH:8]=[CH:7][CH:6]=2)[C:2](=[O:1])[N:3]1[CH2:12][C:13](=[O:15])[CH2:16][C:17]([O:18][CH2:19][CH3:20])=[O:22]. The yield is 0.850. (2) The reactants are [Cl:1][C:2]1[CH:3]=[C:4]([NH2:10])[C:5]([NH2:9])=[CH:6][C:7]=1[CH3:8].[O:11]1CCC[CH2:12]1. No catalyst specified. The product is [Cl:1][C:2]1[C:7]([CH3:8])=[CH:6][C:5]2[NH:9][C:12](=[O:11])[NH:10][C:4]=2[CH:3]=1. The yield is 0.800. (3) The reactants are [CH3:1][O:2][C:3](=[O:16])[C:4]1[CH:9]=[C:8](I)[C:7]([C:11]([F:14])([F:13])[F:12])=[CH:6][C:5]=1[NH2:15].[CH3:17][N:18]1[C:22]([Sn](CCCC)(CCCC)CCCC)=[CH:21][N:20]=[N:19]1. The catalyst is O1CCOCC1.C1C=CC(P(C2C=CC=CC=2)[C-]2C=CC=C2)=CC=1.C1C=CC(P(C2C=CC=CC=2)[C-]2C=CC=C2)=CC=1.Cl[Pd]Cl.[Fe+2]. The product is [CH3:1][O:2][C:3](=[O:16])[C:4]1[CH:9]=[C:8]([C:22]2[N:18]([CH3:17])[N:19]=[N:20][CH:21]=2)[C:7]([C:11]([F:14])([F:13])[F:12])=[CH:6][C:5]=1[NH2:15]. The yield is 0.410. (4) The reactants are C(NC(C)C)(C)C.[Li]CCCC.[C:13]([O:17][C:18](=[O:29])[CH2:19][CH2:20][NH:21][C:22]([O:24][C:25]([CH3:28])([CH3:27])[CH3:26])=[O:23])([CH3:16])([CH3:15])[CH3:14].[Br:30][C:31]1[CH:36]=[CH:35][C:34]([CH2:37]Br)=[C:33]([F:39])[CH:32]=1. The catalyst is C1COCC1. The product is [C:13]([O:17][C:18](=[O:29])[CH:19]([CH2:37][C:34]1[CH:35]=[CH:36][C:31]([Br:30])=[CH:32][C:33]=1[F:39])[CH2:20][NH:21][C:22]([O:24][C:25]([CH3:28])([CH3:27])[CH3:26])=[O:23])([CH3:16])([CH3:15])[CH3:14]. The yield is 0.770. (5) The reactants are [C:1]([N:8]1[CH2:12][C@@H:11]([N:13]([C:21](=[O:26])[C:22]([CH3:25])([CH3:24])[CH3:23])[C@H:14]2[CH2:19][CH2:18][C@@H:17]([CH3:20])[CH2:16][CH2:15]2)[CH2:10][C@H:9]1[C:27]([NH2:29])=O)([O:3][C:4]([CH3:7])([CH3:6])[CH3:5])=[O:2].C(OC(C(F)(F)F)=O)(C(F)(F)F)=O. The catalyst is C(Cl)Cl. The product is [C:1]([N:8]1[CH2:12][C@@H:11]([N:13]([C:21](=[O:26])[C:22]([CH3:25])([CH3:24])[CH3:23])[C@H:14]2[CH2:15][CH2:16][C@@H:17]([CH3:20])[CH2:18][CH2:19]2)[CH2:10][C@H:9]1[C:27]#[N:29])([O:3][C:4]([CH3:5])([CH3:7])[CH3:6])=[O:2]. The yield is 0.930. (6) The reactants are [Cl:1][C:2]1[CH:7]=[C:6](I)[CH:5]=[CH:4][N:3]=1.[Li]CCCC.[CH:14](=[O:16])[CH3:15]. The catalyst is C1COCC1. The product is [Cl:1][C:2]1[CH:7]=[C:6]([CH:14]([OH:16])[CH3:15])[CH:5]=[CH:4][N:3]=1. The yield is 0.760. (7) The reactants are [CH3:1][S:2]([O-:5])(=[O:4])=[O:3].[CH:6]([N:9]([CH:47]([CH3:49])[CH3:48])[C:10]([C:12]1[CH:44]=[CH:43][C:15]([O:16][CH2:17][CH2:18][CH2:19][CH2:20][O:21]C2C=CC3ON=C(NC([C@@H]([NH3+])CC4C=CC=CC=4)=O)C=3C=2)=[C:14]([O:45][CH3:46])[CH:13]=1)=[O:11])([CH3:8])[CH3:7].CS(O)(=O)=O.C(N(C(C)C)C(C1C=CC(OCCCCO[C:71]2[CH:72]=[CH:73][C:74]3[O:78][N:77]=[C:76]([NH:79][C:80]([NH2+:82][CH3:83])=[O:81])[C:75]=3[CH:84]=2)=C(OC)C=1)=O)(C)C.C(O[C:97]([NH:99][CH2:100]C(O)=O)=[O:98])(C)(C)C. No catalyst specified. The product is [CH3:1][S:2]([O-:5])(=[O:4])=[O:3].[CH:47]([N:9]([CH:6]([CH3:8])[CH3:7])[C:10]([C:12]1[CH:44]=[CH:43][C:15]([O:16][CH2:17][CH2:18][CH2:19][CH2:20][O:21][C:72]2[CH:71]=[CH:84][C:75]3[C:76]([NH:79][C:80]([N:82]([CH2:83][CH2:10][C:12]4[CH:44]=[CH:43][CH:15]=[CH:14][CH:13]=4)[C:97]([NH2+:99][CH3:100])=[O:98])=[O:81])=[N:77][O:78][C:74]=3[CH:73]=2)=[C:14]([O:45][CH3:46])[CH:13]=1)=[O:11])([CH3:49])[CH3:48]. The yield is 0.800. (8) The product is [CH3:1][O:2][C:3]1[C:13]([N+:14]([O-:16])=[O:15])=[CH:12][C:6]2[CH2:7][CH2:8][N:9]([CH2:18][CH2:19][NH:20][C:21](=[O:23])[CH3:22])[CH2:10][CH2:11][C:5]=2[CH:4]=1. The reactants are [CH3:1][O:2][C:3]1[C:13]([N+:14]([O-:16])=[O:15])=[CH:12][C:6]2[CH2:7][CH2:8][NH:9][CH2:10][CH2:11][C:5]=2[CH:4]=1.Cl[CH2:18][CH2:19][NH:20][C:21](=[O:23])[CH3:22].[I-].[K+].C(=O)([O-])[O-].[K+].[K+]. The yield is 0.150. The catalyst is CN1CCCC1=O. (9) The reactants are [Cl:1][C:2]1[CH:16]=[CH:15][C:5]([O:6][CH2:7][CH:8]2[CH2:13][CH2:12][N:11]([CH3:14])[CH2:10][CH2:9]2)=[C:4](I)[CH:3]=1.[Br:18][C:19]1[C:20]([NH2:26])=[N:21][CH:22]=[C:23]([CH3:25])[CH:24]=1. The catalyst is CCOC(C)=O.C1C=CC(/C=C/C(/C=C/C2C=CC=CC=2)=O)=CC=1.C1C=CC(/C=C/C(/C=C/C2C=CC=CC=2)=O)=CC=1.C1C=CC(/C=C/C(/C=C/C2C=CC=CC=2)=O)=CC=1.[Pd].[Pd].CC1(C)C2C(=C(P(C3C=CC=CC=3)C3C=CC=CC=3)C=CC=2)OC2C(P(C3C=CC=CC=3)C3C=CC=CC=3)=CC=CC1=2. The product is [Br:18][C:19]1[C:20]([NH:26][C:4]2[CH:3]=[C:2]([Cl:1])[CH:16]=[CH:15][C:5]=2[O:6][CH2:7][CH:8]2[CH2:13][CH2:12][N:11]([CH3:14])[CH2:10][CH2:9]2)=[N:21][CH:22]=[C:23]([CH3:25])[CH:24]=1. The yield is 0.800.